This data is from Forward reaction prediction with 1.9M reactions from USPTO patents (1976-2016). The task is: Predict the product of the given reaction. (1) Given the reactants [NH:1]1[CH2:4][CH2:3][CH2:2]1.[CH3:5][O:6][CH:7]1[CH2:11][CH2:10][N:9]([C:12]2[N:32]=[C:15]3[CH:16]=[CH:17][C:18]([NH:20][C:21]([C:23]4[N:27]([CH3:28])[N:26]=[CH:25][C:24]=4[C:29](O)=[O:30])=[O:22])=[CH:19][N:14]3[N:13]=2)[CH2:8]1, predict the reaction product. The product is: [CH3:5][O:6][CH:7]1[CH2:11][CH2:10][N:9]([C:12]2[N:32]=[C:15]3[CH:16]=[CH:17][C:18]([NH:20][C:21]([C:23]4[N:27]([CH3:28])[N:26]=[CH:25][C:24]=4[C:29]([N:1]4[CH2:4][CH2:3][CH2:2]4)=[O:30])=[O:22])=[CH:19][N:14]3[N:13]=2)[CH2:8]1. (2) Given the reactants [C:1]1([C:7]2[S:11][C:10]([CH2:12][O:13][CH2:14][C:15]3[O:19][N:18]=[C:17]([C:20]([O:22]CC)=[O:21])[CH:16]=3)=[CH:9][CH:8]=2)[CH:6]=[CH:5][CH:4]=[CH:3][CH:2]=1.C(O)C.[OH-].[K+], predict the reaction product. The product is: [C:1]1([C:7]2[S:11][C:10]([CH2:12][O:13][CH2:14][C:15]3[O:19][N:18]=[C:17]([C:20]([OH:22])=[O:21])[CH:16]=3)=[CH:9][CH:8]=2)[CH:2]=[CH:3][CH:4]=[CH:5][CH:6]=1.